Dataset: Full USPTO retrosynthesis dataset with 1.9M reactions from patents (1976-2016). Task: Predict the reactants needed to synthesize the given product. (1) Given the product [ClH:27].[CH2:1]([S:8]([NH:11][C:12]([CH:14]1[CH2:19][CH2:18][NH:17][CH2:16][CH2:15]1)=[O:13])(=[O:9])=[O:10])[C:2]1[CH:3]=[CH:4][CH:5]=[CH:6][CH:7]=1, predict the reactants needed to synthesize it. The reactants are: [CH2:1]([S:8]([NH:11][C:12]([CH:14]1[CH2:19][CH2:18][N:17](C(OC(C)(C)C)=O)[CH2:16][CH2:15]1)=[O:13])(=[O:10])=[O:9])[C:2]1[CH:7]=[CH:6][CH:5]=[CH:4][CH:3]=1.[ClH:27].O1CCOCC1. (2) Given the product [CH3:26][C:22]1[N:21]=[C:20]([C:12]2[N:13]=[C:14]3[CH:19]=[CH:18][CH:17]=[CH:16][N:15]3[C:11]=2[C:9]2[CH:8]=[CH:7][N:6]=[C:5]([NH:38][CH2:37][CH2:36][C:30]3[CH:29]=[CH:28][N:27]=[CH:32][CH:31]=3)[N:10]=2)[CH:25]=[CH:24][CH:23]=1, predict the reactants needed to synthesize it. The reactants are: CS([C:5]1[N:10]=[C:9]([C:11]2[N:15]3[CH:16]=[CH:17][CH:18]=[CH:19][C:14]3=[N:13][C:12]=2[C:20]2[CH:25]=[CH:24][CH:23]=[C:22]([CH3:26])[N:21]=2)[CH:8]=[CH:7][N:6]=1)(=O)=O.[N:27]1[CH:32]=[CH:31][C:30](NCC)=[CH:29][CH:28]=1.[CH3:36][C:37]#[N:38]. (3) Given the product [ClH:30].[CH2:1]([N:8]1[C:12]2=[C:13]([NH:19][CH2:20][C:21]3[CH:22]=[CH:23][C:24]([F:27])=[CH:25][CH:26]=3)[N:14]=[C:15]([C:17]#[N:18])[CH:16]=[C:11]2[C:10]([CH3:28])=[C:9]1[CH3:29])[C:2]1[CH:3]=[CH:4][CH:5]=[CH:6][CH:7]=1, predict the reactants needed to synthesize it. The reactants are: [CH2:1]([N:8]1[C:12]2=[C:13]([NH:19][CH2:20][C:21]3[CH:26]=[CH:25][C:24]([F:27])=[CH:23][CH:22]=3)[N:14]=[C:15]([C:17]#[N:18])[CH:16]=[C:11]2[C:10]([CH3:28])=[C:9]1[CH3:29])[C:2]1[CH:7]=[CH:6][CH:5]=[CH:4][CH:3]=1.[ClH:30].